Dataset: Reaction yield outcomes from USPTO patents with 853,638 reactions. Task: Predict the reaction yield, written as a fraction of the theoretical maximum amount of product (1.0 means a 100% yield; for example, 0.34 means a 34% yield). (1) The reactants are [Cl:1][C:2]1[CH:3]=[C:4]2[C:8](=[CH:9][CH:10]=1)[N:7]([C:11]1[CH:16]=[CH:15][CH:14]=[C:13]([C:17]([F:20])([F:19])[F:18])[CH:12]=1)[C:6]([CH:21]([NH:28][C:29]1[CH:38]=[CH:37][C:32]([C:33]([O:35]C)=[O:34])=[CH:31][CH:30]=1)[CH2:22][CH2:23][CH2:24][CH2:25][CH2:26][CH3:27])=[CH:5]2.O1CCCC1.[OH-].[Na+]. The catalyst is C(O)C. The product is [Cl:1][C:2]1[CH:3]=[C:4]2[C:8](=[CH:9][CH:10]=1)[N:7]([C:11]1[CH:16]=[CH:15][CH:14]=[C:13]([C:17]([F:20])([F:19])[F:18])[CH:12]=1)[C:6]([CH:21]([NH:28][C:29]1[CH:30]=[CH:31][C:32]([C:33]([OH:35])=[O:34])=[CH:37][CH:38]=1)[CH2:22][CH2:23][CH2:24][CH2:25][CH2:26][CH3:27])=[CH:5]2. The yield is 0.940. (2) The product is [CH3:1][O:2][C:3]1[CH:12]=[C:11]2[C:6]([C:7]([O:13][CH2:14][C:15]3[N:19]4[CH:20]=[C:21]([C:24]([NH2:25])=[O:27])[CH:22]=[CH:23][C:18]4=[N:17][N:16]=3)=[CH:8][CH:9]=[N:10]2)=[CH:5][CH:4]=1. The yield is 0.950. The catalyst is S(=O)(=O)(O)O. The reactants are [CH3:1][O:2][C:3]1[CH:12]=[C:11]2[C:6]([C:7]([O:13][CH2:14][C:15]3[N:19]4[CH:20]=[C:21]([C:24]#[N:25])[CH:22]=[CH:23][C:18]4=[N:17][N:16]=3)=[CH:8][CH:9]=[N:10]2)=[CH:5][CH:4]=1.C(=O)(O)[O-:27].[Na+]. (3) The reactants are [Br:1][C:2]1[CH:7]=[CH:6][C:5](I)=[CH:4][C:3]=1[F:9].C(=O)([O-])[O-].[Cs+].[Cs+].[CH3:16][O:17][C:18](=[O:30])[C:19]1[CH:24]=[C:23]([OH:25])[CH:22]=[C:21]([O:26][CH2:27][O:28][CH3:29])[CH:20]=1. The catalyst is N1C=CC=CC=1.[Cu]=O. The product is [CH3:16][O:17][C:18](=[O:30])[C:19]1[CH:20]=[C:21]([O:26][CH2:27][O:28][CH3:29])[CH:22]=[C:23]([O:25][C:5]2[CH:6]=[CH:7][C:2]([Br:1])=[C:3]([F:9])[CH:4]=2)[CH:24]=1. The yield is 0.650. (4) The reactants are [NH2:1][C@@H:2]1[C:10]2[C:5](=[CH:6][CH:7]=[CH:8][CH:9]=2)[CH2:4][C@H:3]1[OH:11].[C:12]1(=O)[O:17][C:15](=[O:16])[C:14]2=[CH:18][CH:19]=[CH:20][CH:21]=[C:13]12.C(N(CC)C(C)C)(C)C. The catalyst is C1(C)C=CC=CC=1. The product is [OH:11][C@@H:3]1[CH2:4][C:5]2[C:10](=[CH:9][CH:8]=[CH:7][CH:6]=2)[C@H:2]1[N:1]1[C:15](=[O:16])[C:14]2[C:13](=[CH:21][CH:20]=[CH:19][CH:18]=2)[C:12]1=[O:17]. The yield is 0.970. (5) The reactants are [CH3:1][O:2][C@H:3]1[C@@H:9]2[O:10][CH2:11][C@H:12]([O:13]S(C)(=O)=O)[C@@H:8]2[O:7][C@@H:4]1[O:5][CH3:6].C(=O)([O-])[O-].[K+].[K+].FC(F)(F)C(O)=O.[Br:31][C:32]1[CH:37]=[CH:36][C:35]([NH:38][C:39]2[C:48]3[C:43](=[CH:44][C:45](O)=[C:46]([O:49][CH3:50])[CH:47]=3)[N:42]=[CH:41][N:40]=2)=[CH:34][C:33]=1[Cl:52]. The catalyst is CN(C=O)C.C(OCC)(=O)C. The product is [Br:31][C:32]1[CH:37]=[CH:36][C:35]([NH:38][C:39]2[C:48]3[C:43](=[CH:44][C:45]([O:13][C@@H:12]4[CH2:11][O:10][C@H:9]5[C@H:3]([O:2][CH3:1])[C@H:4]([O:7][C@@H:8]45)[O:5][CH3:6])=[C:46]([O:49][CH3:50])[CH:47]=3)[N:42]=[CH:41][N:40]=2)=[CH:34][C:33]=1[Cl:52]. The yield is 0.280. (6) The reactants are [C:1]([O:5][C:6](=[O:21])[C:7]([S:10][C:11]1[CH:12]=[C:13]2[C:17](=[CH:18][CH:19]=1)[CH2:16][CH:15]([NH2:20])[CH2:14]2)([CH3:9])[CH3:8])([CH3:4])([CH3:3])[CH3:2].[C:22](Cl)(=[O:24])[CH3:23]. The catalyst is C(Cl)Cl. The product is [C:1]([O:5][C:6](=[O:21])[C:7]([S:10][C:11]1[CH:12]=[C:13]2[C:17](=[CH:18][CH:19]=1)[CH2:16][CH:15]([NH:20][C:22](=[O:24])[CH3:23])[CH2:14]2)([CH3:9])[CH3:8])([CH3:2])([CH3:3])[CH3:4]. The yield is 0.710.